Predict the reactants needed to synthesize the given product. From a dataset of Full USPTO retrosynthesis dataset with 1.9M reactions from patents (1976-2016). (1) Given the product [F:1][C:2]([F:12])([F:13])[C:3]1[CH:11]=[CH:10][C:6]([C:7]([N:9]=[C:15]=[O:16])=[O:8])=[CH:5][CH:4]=1, predict the reactants needed to synthesize it. The reactants are: [F:1][C:2]([F:13])([F:12])[C:3]1[CH:11]=[CH:10][C:6]([C:7]([NH2:9])=[O:8])=[CH:5][CH:4]=1.C(Cl)(=O)[C:15](Cl)=[O:16]. (2) The reactants are: [CH2:1]([O:3][C:4]1[N:8]([CH2:9][C:10]2[CH:15]=[CH:14][C:13]([C:16]3[CH:21]=[CH:20][CH:19]=[CH:18][C:17]=3[C:22]3[NH:26][C:25](=[O:27])[O:24][N:23]=3)=[CH:12][CH:11]=2)[C:7]2[C:28]([C:32]([O-:34])=[O:33])=[CH:29][CH:30]=[CH:31][C:6]=2[N:5]=1)[CH3:2].[Na+].[Na+].[CH2:1]([O:3][C:4]1[N:8]([CH2:9][C:10]2[CH:11]=[CH:12][C:13]([C:16]3[CH:21]=[CH:20][CH:19]=[CH:18][C:17]=3[C:22]3[NH:26][C:25](=[O:27])[O:24][N:23]=3)=[CH:14][CH:15]=2)[C:7]2[C:28]([C:32]([O-:34])=[O:33])=[CH:29][CH:30]=[CH:31][C:6]=2[N:5]=1)[CH3:2].Cl[CH2:72][C:73]1[O:74][C:75](=[O:79])[O:76][C:77]=1[CH3:78]. Given the product [CH2:1]([O:3][C:4]1[N:8]([CH2:9][C:10]2[CH:11]=[CH:12][C:13]([C:16]3[CH:21]=[CH:20][CH:19]=[CH:18][C:17]=3[C:22]3[NH:26][C:25](=[O:27])[O:24][N:23]=3)=[CH:14][CH:15]=2)[C:7]2[C:28]([C:32]([O:34][CH2:72][C:73]3[O:74][C:75](=[O:79])[O:76][C:77]=3[CH3:78])=[O:33])=[CH:29][CH:30]=[CH:31][C:6]=2[N:5]=1)[CH3:2], predict the reactants needed to synthesize it. (3) The reactants are: [CH2:1]([NH:5][C:6]([NH:8][C:9]1[CH:14]=[CH:13][CH:12]=[C:11]([C:15]([F:18])([F:17])[F:16])[CH:10]=1)=[O:7])[CH2:2][CH2:3][CH3:4].C([O:21][CH:22]=[C:23]([C:29](OCC)=O)[C:24]([O:26][CH2:27][CH3:28])=[O:25])C.CC(C)([O-])C.[K+].C(OCC)(=O)C. Given the product [CH2:1]([N:5]1[CH:29]=[C:23]([C:24]([O:26][CH2:27][CH3:28])=[O:25])[C:22](=[O:21])[N:8]([C:9]2[CH:14]=[CH:13][CH:12]=[C:11]([C:15]([F:16])([F:17])[F:18])[CH:10]=2)[C:6]1=[O:7])[CH2:2][CH2:3][CH3:4], predict the reactants needed to synthesize it.